From a dataset of Catalyst prediction with 721,799 reactions and 888 catalyst types from USPTO. Predict which catalyst facilitates the given reaction. (1) Reactant: IC.[CH2:3]([O:5][CH:6]1[CH2:11][CH2:10][N:9]([C:12]([C:14]2[CH:15]=[C:16]([CH2:21][C:22]([C:24]3[C:25]([C:31]([O:33][CH3:34])=[O:32])=[C:26]([CH3:30])[NH:27][C:28]=3[CH3:29])=[O:23])[CH:17]=[CH:18][C:19]=2[F:20])=[O:13])[CH2:8][CH2:7]1)[CH3:4].[C:35](=O)([O-])[O-].[K+].[K+].O. Product: [CH2:3]([O:5][CH:6]1[CH2:11][CH2:10][N:9]([C:12]([C:14]2[CH:15]=[C:16]([CH2:21][C:22]([C:24]3[C:25]([C:31]([O:33][CH3:34])=[O:32])=[C:26]([CH3:30])[N:27]([CH3:35])[C:28]=3[CH3:29])=[O:23])[CH:17]=[CH:18][C:19]=2[F:20])=[O:13])[CH2:8][CH2:7]1)[CH3:4]. The catalyst class is: 3. (2) Product: [C:1]([CH:5]1[N:14]2[C:9](=[CH:10][C:11](=[O:20])[C:12]([C:15]([O:17][CH2:18][CH3:19])=[O:16])=[CH:13]2)[C:8]2[CH:21]=[C:22]([O:26][CH3:27])[C:23]([O:25][CH2:29][C:30]([CH3:34])([CH3:33])[CH2:31][OH:32])=[CH:24][C:7]=2[CH2:6]1)([CH3:2])([CH3:3])[CH3:4]. The catalyst class is: 3. Reactant: [C:1]([CH:5]1[N:14]2[C:9](=[CH:10][C:11](=[O:20])[C:12]([C:15]([O:17][CH2:18][CH3:19])=[O:16])=[CH:13]2)[C:8]2[CH:21]=[C:22]([O:26][CH3:27])[C:23]([OH:25])=[CH:24][C:7]=2[CH2:6]1)([CH3:4])([CH3:3])[CH3:2].Br[CH2:29][C:30]([CH3:34])([CH3:33])[CH2:31][OH:32].C([O-])([O-])=O.[K+].[K+]. (3) Reactant: [CH3:1][C:2]1[N:7]=[C:6]2[S:8][C:9]3[CH2:13][CH2:12][CH2:11][C:10]=3[C:5]2=[C:4]([C:14]2[CH:19]=[CH:18][C:17]([CH3:20])=[CH:16][CH:15]=2)[C:3]=1[CH:21]([CH2:26][CH2:27][CH3:28])[C:22]([O:24]C)=[O:23].[OH-].[Li+].Cl. Product: [CH3:1][C:2]1[N:7]=[C:6]2[S:8][C:9]3[CH2:13][CH2:12][CH2:11][C:10]=3[C:5]2=[C:4]([C:14]2[CH:19]=[CH:18][C:17]([CH3:20])=[CH:16][CH:15]=2)[C:3]=1[CH:21]([CH2:26][CH2:27][CH3:28])[C:22]([OH:24])=[O:23]. The catalyst class is: 38. (4) Reactant: [Br:1][C:2]1[CH:3]=[CH:4][C:5]2[O:11][CH2:10][CH2:9][N:8]3[C:12](I)=[C:13]([C:15]([NH2:17])=[O:16])[N:14]=[C:7]3[C:6]=2[CH:19]=1.[CH3:20][N:21]1[CH:25]=[C:24](B2OC(C)(C)C(C)(C)O2)[CH:23]=[N:22]1. Product: [Br:1][C:2]1[CH:3]=[CH:4][C:5]2[O:11][CH2:10][CH2:9][N:8]3[C:12]([C:24]4[CH:23]=[N:22][N:21]([CH3:20])[CH:25]=4)=[C:13]([C:15]([NH2:17])=[O:16])[N:14]=[C:7]3[C:6]=2[CH:19]=1. The catalyst class is: 6. (5) Reactant: [OH:1][C:2]([C:9]1[N:10]=[N:11][N:12]([CH2:14][C:15]2[CH:16]=[CH:17][N:18]3[C:22]([CH:23]=2)=[CH:21][C:20]([C:24]([NH2:26])=O)=[C:19]3[C:27]2[CH:28]=[N:29][C:30]([O:33][CH3:34])=[CH:31][CH:32]=2)[CH:13]=1)([C:5]([F:8])([F:7])[F:6])[CH2:3][CH3:4].O.O.O.O.O.O.O.O.O.O.S([O-])([O-])(=O)=O.[Na+].[Na+]. Product: [OH:1][C:2]([C:9]1[N:10]=[N:11][N:12]([CH2:14][C:15]2[CH:16]=[CH:17][N:18]3[C:22]([CH:23]=2)=[CH:21][C:20]([C:24]#[N:26])=[C:19]3[C:27]2[CH:28]=[N:29][C:30]([O:33][CH3:34])=[CH:31][CH:32]=2)[CH:13]=1)([C:5]([F:8])([F:7])[F:6])[CH2:3][CH3:4]. The catalyst class is: 260. (6) Reactant: [Cl:1][C:2]1[CH:7]=[CH:6][C:5]([NH:8][C:9](=[O:14])[C:10]([CH3:13])([CH3:12])[CH3:11])=[CH:4][CH:3]=1.CCCCCC.C([Li])CCC.[CH3:26][O:27][C:28]1[C:41]([C:42]([F:45])([F:44])[F:43])=[CH:40][CH:39]=[CH:38][C:29]=1[C:30](N1CCOCC1)=[O:31].[Cl-].[NH4+]. Product: [Cl:1][C:2]1[CH:3]=[CH:4][C:5]([NH:8][C:9](=[O:14])[C:10]([CH3:11])([CH3:13])[CH3:12])=[C:6]([C:30](=[O:31])[C:29]2[CH:38]=[CH:39][CH:40]=[C:41]([C:42]([F:44])([F:45])[F:43])[C:28]=2[O:27][CH3:26])[CH:7]=1. The catalyst class is: 7. (7) Product: [Br:23][C:22]1[C:16]2[N:15]=[C:14]([N:12]3[CH:13]=[C:9]([C:7]([OH:8])=[O:6])[CH:10]=[N:11]3)[NH:18][C:17]=2[CH:19]=[C:20]([Cl:25])[C:21]=1[Cl:24]. The catalyst class is: 6. Reactant: O[Li].O.C([O:6][C:7]([C:9]1[CH:10]=[N:11][N:12]([C:14]2[NH:18][C:17]3[CH:19]=[C:20]([Cl:25])[C:21]([Cl:24])=[C:22]([Br:23])[C:16]=3[N:15]=2)[CH:13]=1)=[O:8])C.C1COCC1. (8) Reactant: [CH2:1]([F:12])[O:2][CH:3]([C:8]([F:11])([F:10])[F:9])[C:4]([F:7])([F:6])[F:5]. Product: [CH2:1]([F:12])[O:2][CH:3]([C:4]([F:7])([F:5])[F:6])[C:8]([F:9])([F:11])[F:10].[CH:3]([OH:2])([C:8]([F:11])([F:10])[F:9])[C:4]([F:7])([F:6])[F:5]. The catalyst class is: 6.